Dataset: Full USPTO retrosynthesis dataset with 1.9M reactions from patents (1976-2016). Task: Predict the reactants needed to synthesize the given product. (1) Given the product [Cl:13][C:14]1[CH:15]=[C:16]([CH2:21][C:22]([N:24]2[CH:33]3[CH:28]([CH2:29][CH2:30][CH2:31][CH:32]3[N:34]3[CH2:38][CH2:37][CH2:36][CH2:35]3)[N:27]([CH2:7][C:2]3[CH:3]=[CH:4][CH:5]=[CH:6][N:1]=3)[CH2:26][CH2:25]2)=[O:23])[CH:17]=[CH:18][C:19]=1[Cl:20], predict the reactants needed to synthesize it. The reactants are: [N:1]1[CH:6]=[CH:5][CH:4]=[CH:3][C:2]=1[CH:7]=O.[BH3-]C#N.[Na+].[Cl:13][C:14]1[CH:15]=[C:16]([CH2:21][C:22]([N:24]2[CH:33]3[CH:28]([CH2:29][CH2:30][CH2:31][CH:32]3[N:34]3[CH2:38][CH2:37][CH2:36][CH2:35]3)[NH:27][CH2:26][CH2:25]2)=[O:23])[CH:17]=[CH:18][C:19]=1[Cl:20].C([O-])([O-])=O.[Na+].[Na+]. (2) Given the product [CH:14]1([O:12][C:11]([C:1]2[C:10]3[C:5](=[CH:6][CH:7]=[CH:8][CH:9]=3)[CH:4]=[CH:3][CH:2]=2)=[O:13])[CH2:19][CH2:18][CH2:17][CH2:16][CH2:15]1, predict the reactants needed to synthesize it. The reactants are: [C:1]1([C:11]([OH:13])=[O:12])[C:10]2[C:5](=[CH:6][CH:7]=[CH:8][CH:9]=2)[CH:4]=[CH:3][CH:2]=1.[CH:14]1(Br)[CH2:19][CH2:18][CH2:17][CH2:16][CH2:15]1. (3) Given the product [CH2:1]([O:8][C:9]1[CH:10]=[C:11]([CH:32]=[C:33]([OH:35])[CH:34]=1)[CH2:12][C@@H:13]([C:22]([O:24][CH2:25][C:26]1[CH:31]=[CH:30][CH:29]=[CH:28][CH:27]=1)=[O:23])[NH:14][C:15]([O:17][C:18]([CH3:21])([CH3:20])[CH3:19])=[O:16])[C:2]1[CH:7]=[CH:6][CH:5]=[CH:4][CH:3]=1, predict the reactants needed to synthesize it. The reactants are: [CH2:1]([O:8][C:9]1[CH:10]=[C:11]([CH:32]=[C:33]([O:35][Si](C(C)(C)C)(C)C)[CH:34]=1)[CH2:12][C@@H:13]([C:22]([O:24][CH2:25][C:26]1[CH:31]=[CH:30][CH:29]=[CH:28][CH:27]=1)=[O:23])[NH:14][C:15]([O:17][C:18]([CH3:21])([CH3:20])[CH3:19])=[O:16])[C:2]1[CH:7]=[CH:6][CH:5]=[CH:4][CH:3]=1.[F-].C([N+](CCCC)(CCCC)CCCC)CCC. (4) Given the product [NH2:4][C:3]1[N:15]([CH2:13][CH3:14])[C:20]2[C:19]([C:18](=[O:17])[C:2]=1[C:1]#[N:5])=[CH:24][CH:23]=[C:22]([I:25])[CH:21]=2, predict the reactants needed to synthesize it. The reactants are: [C:1](#[N:5])[CH2:2][C:3]#[N:4].C(N(CC)CC)C.[CH2:13]([N:15]1[C:20]2[CH:21]=[C:22]([I:25])[CH:23]=[CH:24][C:19]=2[C:18](=O)[O:17]C1=O)[CH3:14]. (5) Given the product [CH3:1][O:2][C:3]1[CH:13]=[CH:12][C:6]2[NH:7][C:8]([C:10]([OH:15])=[O:11])=[N:9][C:5]=2[CH:4]=1, predict the reactants needed to synthesize it. The reactants are: [CH3:1][O:2][C:3]1[CH:13]=[CH:12][C:6]2[NH:7][C:8]([CH2:10][OH:11])=[N:9][C:5]=2[CH:4]=1.[Mn]([O-])(=O)(=O)=[O:15].[K+].C(O)(=O)C. (6) Given the product [F:46][C:42]1[CH:41]=[C:40]2[C:45](=[CH:44][CH:43]=1)[N:37]([C:35]([C:31]1[N:32]=[CH:33][N:34]=[C:29]([N:3]3[CH2:4][CH2:5][CH:6]([N:9]4[C:17]5[C:12](=[N:13][CH:14]=[CH:15][CH:16]=5)[NH:11][C:10]4=[O:18])[CH2:7][CH2:8]3)[CH:30]=1)=[O:36])[CH:38]=[CH:39]2, predict the reactants needed to synthesize it. The reactants are: Cl.Cl.[NH:3]1[CH2:8][CH2:7][CH:6]([N:9]2[C:17]3[C:12](=[N:13][CH:14]=[CH:15][CH:16]=3)[NH:11][C:10]2=[O:18])[CH2:5][CH2:4]1.CCN(C(C)C)C(C)C.Cl[C:29]1[N:34]=[CH:33][N:32]=[C:31]([C:35]([N:37]2[C:45]3[C:40](=[CH:41][C:42]([F:46])=[CH:43][CH:44]=3)[CH:39]=[CH:38]2)=[O:36])[CH:30]=1.